This data is from Reaction yield outcomes from USPTO patents with 853,638 reactions. The task is: Predict the reaction yield, written as a fraction of the theoretical maximum amount of product (1.0 means a 100% yield; for example, 0.34 means a 34% yield). (1) The reactants are [CH2:1]1[CH:5]2[CH2:6][NH:7][CH2:8][CH:4]2[CH2:3][N:2]1[CH2:9][C:10]1[CH:25]=[CH:24][C:13]([O:14][C:15]2[S:16][C:17]3[CH:23]=[CH:22][CH:21]=[CH:20][C:18]=3[N:19]=2)=[CH:12][CH:11]=1.[CH3:26][O:27][C:28](=[O:37])[C:29]1[CH:34]=[CH:33][C:32]([CH:35]=O)=[CH:31][CH:30]=1.C(O)(=O)C.C(O[BH-](OC(=O)C)OC(=O)C)(=O)C.[Na+]. The catalyst is C(Cl)Cl. The product is [CH3:26][O:27][C:28](=[O:37])[C:29]1[CH:34]=[CH:33][C:32]([CH2:35][N:7]2[CH2:6][CH:5]3[CH:4]([CH2:3][N:2]([CH2:9][C:10]4[CH:11]=[CH:12][C:13]([O:14][C:15]5[S:16][C:17]6[CH:23]=[CH:22][CH:21]=[CH:20][C:18]=6[N:19]=5)=[CH:24][CH:25]=4)[CH2:1]3)[CH2:8]2)=[CH:31][CH:30]=1. The yield is 0.190. (2) The reactants are [C:1](=[O:14])([S:3][CH2:4][CH2:5][P:6]([CH2:11][CH2:12][OH:13])([CH2:8][CH2:9][OH:10])=[O:7])[CH3:2].[S:15](Cl)([C:18]1[CH:24]=[CH:23][C:21]([CH3:22])=[CH:20][CH:19]=1)(=[O:17])=[O:16]. The catalyst is C(Cl)Cl.N1C=CC=CC=1. The product is [C:1](=[O:14])([S:3][CH2:4][CH2:5][P:6]([CH2:11][CH2:12][O:13][S:15]([C:18]1[CH:24]=[CH:23][C:21]([CH3:22])=[CH:20][CH:19]=1)(=[O:17])=[O:16])([CH2:8][CH2:9][O:10][S:15]([C:18]1[CH:24]=[CH:23][C:21]([CH3:22])=[CH:20][CH:19]=1)(=[O:17])=[O:16])=[O:7])[CH3:2]. The yield is 0.860. (3) The reactants are Br[C:2]1[CH:10]=[CH:9][C:5]([CH2:6][CH2:7][OH:8])=[CH:4][CH:3]=1.P([C:12]([CH3:15])([CH3:14])[CH3:13])([C:12]([CH3:15])([CH3:14])[CH3:13])[C:12]([CH3:15])([CH3:14])[CH3:13].CN([CH:27]=[O:28])C.[OH2:29]. The catalyst is C1C=CC(/C=C/C(/C=C/C2C=CC=CC=2)=O)=CC=1.C1C=CC(/C=C/C(/C=C/C2C=CC=CC=2)=O)=CC=1.C1C=CC(/C=C/C(/C=C/C2C=CC=CC=2)=O)=CC=1.[Pd].[Pd].[F-].[F-].[Zn+2].C(OC(=O)C)C. The product is [CH3:27][O:28][C:13](=[O:29])[C:12]([C:2]1[CH:10]=[CH:9][C:5]([CH2:6][CH2:7][OH:8])=[CH:4][CH:3]=1)([CH3:15])[CH3:14]. The yield is 0.940. (4) The reactants are [NH2:1][C@@H:2]([CH:6]([CH3:8])[CH3:7])[C:3]([OH:5])=[O:4].C(=O)(O)[O-].[Na+].[C:14](O[C:14]([O:16][C:17]([CH3:20])([CH3:19])[CH3:18])=[O:15])([O:16][C:17]([CH3:20])([CH3:19])[CH3:18])=[O:15]. The catalyst is O. The product is [C:17]([O:16][C:14]([NH:1][C@@H:2]([CH:6]([CH3:8])[CH3:7])[C:3]([OH:5])=[O:4])=[O:15])([CH3:20])([CH3:19])[CH3:18]. The yield is 0.473. (5) The reactants are [CH3:1][N:2]([CH2:4][C:5]1([C:11]2[CH:16]=[CH:15][C:14]([OH:17])=[CH:13][CH:12]=2)[CH2:10][CH2:9][O:8][CH2:7][CH2:6]1)[CH3:3].Cl[CH2:19][CH2:20][CH2:21][N:22]1[CH2:27][CH2:26][CH:25]([O:28][CH3:29])[CH2:24][CH2:23]1.C([O-])([O-])=O.[K+].[K+].N. The catalyst is CO.C(Cl)Cl.CN(C=O)C. The product is [CH3:29][O:28][CH:25]1[CH2:24][CH2:23][N:22]([CH2:21][CH2:20][CH2:19][O:17][C:14]2[CH:15]=[CH:16][C:11]([C:5]3([CH2:4][N:2]([CH3:1])[CH3:3])[CH2:6][CH2:7][O:8][CH2:9][CH2:10]3)=[CH:12][CH:13]=2)[CH2:27][CH2:26]1. The yield is 0.500. (6) The reactants are [Cl:1][C:2]1[CH:7]=[CH:6][C:5]([C:8](=[O:20])[C:9]2[CH:14]=[CH:13][C:12]([S:15]C(Cl)(Cl)Cl)=[CH:11][CH:10]=2)=[CH:4][CH:3]=1. The catalyst is CO. The product is [Cl:1][C:2]1[CH:3]=[CH:4][C:5]([C:8](=[O:20])[C:9]2[CH:14]=[CH:13][C:12]([SH:15])=[CH:11][CH:10]=2)=[CH:6][CH:7]=1. The yield is 0.980. (7) The reactants are [CH2:1]([C:5]1[CH:10]=[CH:9][C:8]([C:11]#[C:12][C:13]2[CH:42]=[CH:41][C:16]([CH2:17][N:18]([CH2:32][CH2:33][CH2:34][C:35]3[CH:40]=[CH:39][CH:38]=[CH:37][CH:36]=3)[C:19]3[CH:31]=[CH:30][C:22]4[O:23]C(C)(C)[O:25][C:26](=[O:27])[C:21]=4[CH:20]=3)=[CH:15][CH:14]=2)=[CH:7][CH:6]=1)[CH2:2][CH2:3][CH3:4].[OH-].[Na+].[ClH:45]. The catalyst is CO.C1COCC1.CO. The product is [ClH:45].[CH2:1]([C:5]1[CH:6]=[CH:7][C:8]([C:11]#[C:12][C:13]2[CH:42]=[CH:41][C:16]([CH2:17][N:18]([CH2:32][CH2:33][CH2:34][C:35]3[CH:40]=[CH:39][CH:38]=[CH:37][CH:36]=3)[C:19]3[CH:31]=[CH:30][C:22]([OH:23])=[C:21]([CH:20]=3)[C:26]([OH:27])=[O:25])=[CH:15][CH:14]=2)=[CH:9][CH:10]=1)[CH2:2][CH2:3][CH3:4]. The yield is 0.320. (8) The reactants are C(OC([N:8](C(OC(C)(C)C)=O)[C:9]1[N:14]=[C:13]([CH2:15][C@H:16]2[C@@H:20]([O:21][CH2:22][CH2:23][NH:24][CH2:25][CH2:26][C:27]3[CH:32]=[CH:31][CH:30]=[C:29]([Cl:33])[CH:28]=3)[CH2:19][N:18](C(OC(C)(C)C)=O)[CH2:17]2)[CH:12]=[C:11]([CH3:41])[CH:10]=1)=O)(C)(C)C.Cl. The catalyst is CO. The product is [Cl:33][C:29]1[CH:28]=[C:27]([CH:32]=[CH:31][CH:30]=1)[CH2:26][CH2:25][NH:24][CH2:23][CH2:22][O:21][C@H:20]1[CH2:19][NH:18][CH2:17][C@H:16]1[CH2:15][C:13]1[N:14]=[C:9]([NH2:8])[CH:10]=[C:11]([CH3:41])[CH:12]=1. The yield is 0.970. (9) The reactants are [NH2:1][C:2]1[S:3][C:4]([C:12]2[CH:17]=[CH:16][N:15]=[CH:14][CH:13]=2)=[CH:5][C:6]=1[C:7]([O:9]CC)=[O:8].O.[OH-].[Li+]. The catalyst is CCO.O. The product is [NH2:1][C:2]1[S:3][C:4]([C:12]2[CH:13]=[CH:14][N:15]=[CH:16][CH:17]=2)=[CH:5][C:6]=1[C:7]([OH:9])=[O:8]. The yield is 0.770.